This data is from Forward reaction prediction with 1.9M reactions from USPTO patents (1976-2016). The task is: Predict the product of the given reaction. (1) Given the reactants [Cl:1][C:2]1[CH:3]=[C:4]2[C:9](=[CH:10][CH:11]=1)[CH:8]=[C:7]([S:12][CH2:13][C@@H:14]([OH:19])[C:15]([O:17]C)=[O:16])[CH:6]=[CH:5]2.[OH-].[Na+], predict the reaction product. The product is: [Cl:1][C:2]1[CH:3]=[C:4]2[C:9](=[CH:10][CH:11]=1)[CH:8]=[C:7]([S:12][CH2:13][C@@H:14]([OH:19])[C:15]([OH:17])=[O:16])[CH:6]=[CH:5]2. (2) Given the reactants [C:9](O[C:9]([O:11][C:12]([CH3:15])([CH3:14])[CH3:13])=[O:10])([O:11][C:12]([CH3:15])([CH3:14])[CH3:13])=[O:10].[NH2:16][CH2:17][CH2:18][C:19]1[N:23]([CH3:24])[N:22]=[C:21]([C:25]#[N:26])[C:20]=1[Br:27].O, predict the reaction product. The product is: [Br:27][C:20]1[C:21]([C:25]#[N:26])=[N:22][N:23]([CH3:24])[C:19]=1[CH2:18][CH2:17][NH:16][C:9](=[O:10])[O:11][C:12]([CH3:13])([CH3:14])[CH3:15]. (3) Given the reactants [Cl:1][C:2]1[CH:7]=[CH:6][C:5]([CH:8]([NH2:14])[CH:9]([NH2:13])[CH2:10][CH2:11][CH3:12])=[CH:4][CH:3]=1.Cl.[F:16][CH2:17][CH2:18][O:19][C:20]1[CH:30]=[C:29]([O:31][CH3:32])[CH:28]=[CH:27][C:21]=1[C:22](=N)OCC.ClC1C=CC(C2NC(C3C=CC(OC)=CC=3OCC)=NC2CC2CCCC2)=CC=1, predict the reaction product. The product is: [Cl:1][C:2]1[CH:3]=[CH:4][C:5]([CH:8]2[NH:14][C:22]([C:21]3[CH:27]=[CH:28][C:29]([O:31][CH3:32])=[CH:30][C:20]=3[O:19][CH2:18][CH2:17][F:16])=[N:13][CH:9]2[CH2:10][CH2:11][CH3:12])=[CH:6][CH:7]=1. (4) Given the reactants [C:1]([CH:3]([CH2:9][C:10]([C:12]1[C:17]([F:18])=[CH:16][CH:15]=[CH:14][C:13]=1[F:19])=O)[C:4]([O:6][CH2:7][CH3:8])=[O:5])#[N:2].C(OCC)(=O)C.[ClH:26], predict the reaction product. The product is: [Cl:26][C:1]1[NH:2][C:10]([C:12]2[C:17]([F:18])=[CH:16][CH:15]=[CH:14][C:13]=2[F:19])=[CH:9][C:3]=1[C:4]([O:6][CH2:7][CH3:8])=[O:5]. (5) Given the reactants [Br:1][C:2]1[CH:7]=[CH:6][C:5]([C:8]([C:10]2[CH:15]=[CH:14][C:13]([OH:16])=[CH:12][CH:11]=2)=O)=[CH:4][C:3]=1[CH3:17].[C:18]1(=O)[CH2:23][CH2:22][CH2:21][CH2:20][CH2:19]1, predict the reaction product. The product is: [Br:1][C:2]1[CH:7]=[CH:6][C:5]([C:8](=[C:18]2[CH2:23][CH2:22][CH2:21][CH2:20][CH2:19]2)[C:10]2[CH:15]=[CH:14][C:13]([OH:16])=[CH:12][CH:11]=2)=[CH:4][C:3]=1[CH3:17]. (6) Given the reactants [Cl:1][CH2:2][CH2:3][CH2:4][CH2:5][C:6]#[C:7][CH:8](OCC)[O:9]CC.O, predict the reaction product. The product is: [Cl:1][CH2:2][CH2:3][CH2:4][CH2:5][C:6]#[C:7][CH:8]=[O:9]. (7) Given the reactants Cl.[CH2:2]([N:9]1[CH2:14][CH2:13][C:12]([C:18]2[CH:23]=[CH:22][CH:21]=[CH:20][CH:19]=2)([C:15](O)=[O:16])[CH2:11][CH2:10]1)[C:3]1[CH:8]=[CH:7][CH:6]=[CH:5][CH:4]=1.C([N:26]([CH2:29][CH3:30])[CH2:27][CH3:28])C.[CH2:31](Cl)CCl, predict the reaction product. The product is: [CH2:2]([N:9]1[CH2:14][CH2:13][C:12]([C:15]([N:26]2[CH2:27][CH2:28][CH2:31][CH2:30][CH2:29]2)=[O:16])([C:18]2[CH:19]=[CH:20][CH:21]=[CH:22][CH:23]=2)[CH2:11][CH2:10]1)[C:3]1[CH:8]=[CH:7][CH:6]=[CH:5][CH:4]=1.